Task: Predict the product of the given reaction.. Dataset: Forward reaction prediction with 1.9M reactions from USPTO patents (1976-2016) (1) Given the reactants [CH3:1][S:2]([C:5]1[CH:10]=[CH:9][C:8]([CH:11]([CH2:24][CH:25]2[CH2:30][CH2:29][O:28][CH2:27][CH2:26]2)[C:12](=O)[CH2:13][CH2:14][C:15]([C:17]2[CH:22]=[CH:21][CH:20]=[CH:19][N:18]=2)=O)=[CH:7][CH:6]=1)(=[O:4])=[O:3].C([O-])(=O)C.[NH4+:35], predict the reaction product. The product is: [CH3:1][S:2]([C:5]1[CH:6]=[CH:7][C:8]([CH:11]([C:12]2[NH:35][C:15]([C:17]3[CH:22]=[CH:21][CH:20]=[CH:19][N:18]=3)=[CH:14][CH:13]=2)[CH2:24][CH:25]2[CH2:26][CH2:27][O:28][CH2:29][CH2:30]2)=[CH:9][CH:10]=1)(=[O:3])=[O:4]. (2) The product is: [C:17]([Si:21]([CH3:27])([CH3:26])[O:22][CH2:23][CH2:24][NH:25][C:11](=[O:15])[C:12]([C:5]1[C:4]2[C:8](=[CH:9][CH:10]=[C:2]([F:1])[CH:3]=2)[NH:7][CH:6]=1)=[O:13])([CH3:20])([CH3:19])[CH3:18]. Given the reactants [F:1][C:2]1[CH:3]=[C:4]2[C:8](=[CH:9][CH:10]=1)[NH:7][CH:6]=[CH:5]2.[C:11](Cl)(=[O:15])[C:12](Cl)=[O:13].[C:17]([Si:21]([CH3:27])([CH3:26])[O:22][CH2:23][CH2:24][NH2:25])([CH3:20])([CH3:19])[CH3:18], predict the reaction product. (3) Given the reactants [OH:1][C:2]1[CH:10]=[CH:9][C:5]([C:6]([OH:8])=[O:7])=[CH:4][C:3]=1[C:11]([F:14])([F:13])[F:12].C(=O)([O-])[O-].[K+].[K+].CN(C=O)C.[CH2:26](Cl)[C:27]1[CH:32]=[CH:31][CH:30]=[CH:29][CH:28]=1, predict the reaction product. The product is: [CH2:26]([O:1][C:2]1[CH:10]=[CH:9][C:5]([C:6]([OH:8])=[O:7])=[CH:4][C:3]=1[C:11]([F:12])([F:13])[F:14])[C:27]1[CH:32]=[CH:31][CH:30]=[CH:29][CH:28]=1.